This data is from Full USPTO retrosynthesis dataset with 1.9M reactions from patents (1976-2016). The task is: Predict the reactants needed to synthesize the given product. (1) Given the product [C:31]([N:28]1[CH2:29][CH2:30][C@@H:26]([NH:25][C:18]2[N:19]=[N:20][C:21]([C:22]([NH2:24])=[O:23])=[C:16]([NH:15][C:12]3[CH:13]=[CH:14][C:9]([C:7]([N:1]4[CH2:2][CH2:3][O:4][CH2:5][CH2:6]4)=[O:8])=[CH:10][CH:11]=3)[N:17]=2)[CH2:27]1)(=[O:35])[C:32]#[C:33][CH3:34], predict the reactants needed to synthesize it. The reactants are: [N:1]1([C:7]([C:9]2[CH:14]=[CH:13][C:12]([NH:15][C:16]3[N:17]=[C:18]([NH:25][C@@H:26]4[CH2:30][CH2:29][NH:28][CH2:27]4)[N:19]=[N:20][C:21]=3[C:22]([NH2:24])=[O:23])=[CH:11][CH:10]=2)=[O:8])[CH2:6][CH2:5][O:4][CH2:3][CH2:2]1.[C:31](O)(=[O:35])[C:32]#[C:33][CH3:34].CCN(C(C)C)C(C)C.C1CN([P+](ON2N=NC3C=CC=CC2=3)(N2CCCC2)N2CCCC2)CC1.F[P-](F)(F)(F)(F)F. (2) Given the product [C:1]1([S:7]([N:10]2[CH2:14][CH:13]([C:15]3[CH:16]=[C:17]([C:28]4[CH:29]=[C:30]([CH3:33])[CH:31]=[CH:32][C:27]=4[CH3:26])[CH:18]=[CH:19][CH:20]=3)[N:12]([CH:22]([CH3:24])[CH3:23])[C:11]2=[O:25])(=[O:9])=[O:8])[CH:6]=[CH:5][CH:4]=[CH:3][CH:2]=1, predict the reactants needed to synthesize it. The reactants are: [C:1]1([S:7]([N:10]2[CH2:14][CH:13]([C:15]3[CH:20]=[CH:19][CH:18]=[C:17](Br)[CH:16]=3)[N:12]([CH:22]([CH3:24])[CH3:23])[C:11]2=[O:25])(=[O:9])=[O:8])[CH:6]=[CH:5][CH:4]=[CH:3][CH:2]=1.[CH3:26][C:27]1[CH:32]=[CH:31][C:30]([CH3:33])=[CH:29][C:28]=1B(O)O.C(=O)([O-])[O-].[Na+].[Na+]. (3) Given the product [C:33]([N:1]1[CH2:6][CH2:5][CH:4]([NH:7][C:8]([C:10]2[C:14]3[N:15]=[CH:16][N:17]=[C:18]([C:19]4[C:27]5[O:26][CH2:25][O:24][C:23]=5[CH:22]=[CH:21][C:20]=4[O:28][CH2:29][CH2:30][CH2:31][CH3:32])[C:13]=3[NH:12][CH:11]=2)=[O:9])[CH2:3][CH2:2]1)(=[O:36])[CH2:34][CH3:35], predict the reactants needed to synthesize it. The reactants are: [NH:1]1[CH2:6][CH2:5][CH:4]([NH:7][C:8]([C:10]2[C:14]3[N:15]=[CH:16][N:17]=[C:18]([C:19]4[C:27]5[O:26][CH2:25][O:24][C:23]=5[CH:22]=[CH:21][C:20]=4[O:28][CH2:29][CH2:30][CH2:31][CH3:32])[C:13]=3[NH:12][CH:11]=2)=[O:9])[CH2:3][CH2:2]1.[C:33](Cl)(=[O:36])[CH2:34][CH3:35]. (4) The reactants are: [Cl:1][C:2]1[CH:10]=[CH:9][C:5]([C:6]([OH:8])=O)=[C:4]([CH3:11])[CH:3]=1.[S:12](Cl)(Cl)=O.[C:16]([OH:25])(=O)[C:17]1[C:18](=[CH:20][CH:21]=[CH:22][CH:23]=1)S.N1C=CC=CC=1. Given the product [Cl:1][C:2]1[CH:10]=[CH:9][C:5]([C:6]([C:23]2[CH:22]=[CH:21][CH:20]=[CH:18][C:17]=2[C:16]([OH:25])=[S:12])=[O:8])=[C:4]([CH3:11])[CH:3]=1, predict the reactants needed to synthesize it.